From a dataset of Reaction yield outcomes from USPTO patents with 853,638 reactions. Predict the reaction yield, written as a fraction of the theoretical maximum amount of product (1.0 means a 100% yield; for example, 0.34 means a 34% yield). (1) The catalyst is CS(C)=O.Cl[Pd](Cl)([P](C1C=CC=CC=1)(C1C=CC=CC=1)C1C=CC=CC=1)[P](C1C=CC=CC=1)(C1C=CC=CC=1)C1C=CC=CC=1. The product is [CH2:29]([NH:36][C:37]1[CH:42]=[CH:41][N:40]=[C:39]([C:9]2[C:17]3[C:12](=[N:13][CH:14]=[CH:15][CH:16]=3)[NH:11][CH:10]=2)[N:38]=1)[C:30]1[CH:31]=[CH:32][CH:33]=[CH:34][CH:35]=1. The yield is 0.110. The reactants are CC1(C)C(C)(C)OB([C:9]2[C:17]3[C:12](=[N:13][CH:14]=[CH:15][CH:16]=3)[N:11](S(C3C=CC(C)=CC=3)(=O)=O)[CH:10]=2)O1.[CH2:29]([NH:36][C:37]1[CH:42]=[CH:41][N:40]=[C:39](Cl)[N:38]=1)[C:30]1[CH:35]=[CH:34][CH:33]=[CH:32][CH:31]=1.C([O-])([O-])=O.[Na+].[Na+].CC([O-])(C)C.[Na+]. (2) The product is [Br:1][C:2]1[C:3]([CH3:11])=[C:4]([CH:8]=[CH:9][CH:10]=1)[C:5]([N:15]([CH2:16][CH3:17])[CH2:12][CH3:13])=[O:7]. The catalyst is CN(C=O)C.C([O-])(O)=O.[Na+].CCOC(C)=O. The reactants are [Br:1][C:2]1[C:3]([CH3:11])=[C:4]([CH:8]=[CH:9][CH:10]=1)[C:5]([OH:7])=O.[CH:12]([N:15](CC)[CH:16](C)[CH3:17])(C)[CH3:13].CN(C(ON1N=NC2C=CC=CC1=2)=[N+](C)C)C.[B-](F)(F)(F)F.C(NCC)C. The yield is 0.960. (3) The product is [CH2:1]([N:3]1[CH:4]2[CH2:10][CH2:9][CH:8]1[CH2:7][CH:6]([C:11]1[N:16]3[N:17]=[C:18]([C:29]4[CH:30]=[CH:31][N:32]=[CH:33][CH:34]=4)[C:19]([C:20]4[CH:25]=[CH:24][C:23]([F:26])=[C:22]([OH:27])[CH:21]=4)=[C:15]3[N:14]=[CH:13][CH:12]=1)[CH2:5]2)[CH3:2]. No catalyst specified. The yield is 0.0330. The reactants are [CH2:1]([N:3]1[CH:8]2[CH2:9][CH2:10][CH:4]1[CH2:5][CH:6]([C:11]1[N:16]3[N:17]=[C:18]([C:29]4[CH:34]=[CH:33][N:32]=[CH:31][CH:30]=4)[C:19]([C:20]4[CH:25]=[CH:24][C:23]([F:26])=[C:22]([O:27]C)[CH:21]=4)=[C:15]3[N:14]=[CH:13][CH:12]=1)[CH2:7]2)[CH3:2].B(Br)(Br)Br. (4) The reactants are [CH2:1]([O:8][C:9](=[O:35])[NH:10][C@H:11]([C:15]1[CH:20]=[C:19]([C:21]2[N:25]([CH2:26][O:27][CH2:28][CH2:29][Si:30]([CH3:33])([CH3:32])[CH3:31])[N:24]=[CH:23][C:22]=2[NH2:34])[CH:18]=[CH:17][N:16]=1)[CH2:12][CH:13]=[CH2:14])[C:2]1[CH:7]=[CH:6][CH:5]=[CH:4][CH:3]=1.[CH3:36][C@H:37]([CH:41]=[CH2:42])[C:38](O)=[O:39].N1C=CC=CC=1.C(P1(=O)OP(CCC)(=O)OP(CCC)(=O)O1)CC. The catalyst is CCOC(C)=O. The product is [CH2:1]([O:8][C:9](=[O:35])[NH:10][C@H:11]([C:15]1[CH:20]=[C:19]([C:21]2[N:25]([CH2:26][O:27][CH2:28][CH2:29][Si:30]([CH3:32])([CH3:31])[CH3:33])[N:24]=[CH:23][C:22]=2[NH:34][C:38](=[O:39])[C@H:37]([CH3:36])[CH:41]=[CH2:42])[CH:18]=[CH:17][N:16]=1)[CH2:12][CH:13]=[CH2:14])[C:2]1[CH:7]=[CH:6][CH:5]=[CH:4][CH:3]=1. The yield is 0.790. (5) The reactants are [C:1]1([C@@H:7]([NH:9][C:10]2[N:15]=[C:14]([N:16]3[C:20]4[CH:21]=[C:22]([NH2:25])[CH:23]=[CH:24][C:19]=4[N:18]=[CH:17]3)[CH:13]=[N:12][CH:11]=2)[CH3:8])[CH:6]=[CH:5][CH:4]=[CH:3][CH:2]=1.[C:26](Cl)(=[O:33])[C:27]1[CH:32]=[CH:31][CH:30]=[CH:29][CH:28]=1. No catalyst specified. The product is [C:1]1([C@@H:7]([NH:9][C:10]2[N:15]=[C:14]([N:16]3[C:20]4[CH:21]=[C:22]([NH:25][C:26](=[O:33])[C:27]5[CH:32]=[CH:31][CH:30]=[CH:29][CH:28]=5)[CH:23]=[CH:24][C:19]=4[N:18]=[CH:17]3)[CH:13]=[N:12][CH:11]=2)[CH3:8])[CH:6]=[CH:5][CH:4]=[CH:3][CH:2]=1. The yield is 0.760.